From a dataset of Forward reaction prediction with 1.9M reactions from USPTO patents (1976-2016). Predict the product of the given reaction. (1) Given the reactants [F:1][C:2]([F:23])([F:22])[C:3]1[N:7]2[CH:8]=[C:9]([C:12]3[CH:17]=[CH:16][C:15]([C:18]([OH:21])([CH3:20])[CH3:19])=[CH:14][CH:13]=3)[CH:10]=[CH:11][C:6]2=[N:5][N:4]=1.[H-].[Na+].[CH3:26]I, predict the reaction product. The product is: [CH3:26][O:21][C:18]([C:15]1[CH:16]=[CH:17][C:12]([C:9]2[CH:10]=[CH:11][C:6]3[N:7]([C:3]([C:2]([F:1])([F:22])[F:23])=[N:4][N:5]=3)[CH:8]=2)=[CH:13][CH:14]=1)([CH3:20])[CH3:19]. (2) Given the reactants [Cl:1][CH2:2][C@H:3]1[C:11]2[C:10]3[CH:12]=[CH:13][CH:14]=[CH:15][C:9]=3[C:8]([O:16][C:17]([N:19]3[CH2:24][CH2:23][N:22]([CH3:25])[CH2:21][CH2:20]3)=[O:18])=[CH:7][C:6]=2[N:5]([C:26](=[O:85])[CH2:27][CH2:28][CH2:29][CH2:30][CH2:31][O:32][C:33]2[C:34]([O:83][CH3:84])=[CH:35][C:36]3[C:42](=[O:43])[N:41]4[CH2:44][CH2:45][CH2:46][CH:40]4[C@H:39]([OH:47])[N:38]([C:48]([O:50][CH2:51][C:52]4[CH:57]=[CH:56][C:55]([NH:58][C:59](=[O:81])[C@@H:60]([NH:73][C:74](=[O:80])[C@@H:75]([NH2:79])[CH:76]([CH3:78])[CH3:77])[CH2:61][CH2:62][CH2:63][CH2:64][NH:65][C:66]([O:68][C:69]([CH3:72])([CH3:71])[CH3:70])=[O:67])=[CH:54][CH:53]=4)=[O:49])[C:37]=3[CH:82]=2)[CH2:4]1.[O:86]=[C:87]1[CH:91]=[CH:90][C:89](=[O:92])[N:88]1[CH2:93][CH2:94][CH2:95][CH2:96][CH2:97][C:98](ON1C(=O)CCC1=O)=[O:99], predict the reaction product. The product is: [Cl:1][CH2:2][C@H:3]1[C:11]2[C:10]3[CH:12]=[CH:13][CH:14]=[CH:15][C:9]=3[C:8]([O:16][C:17]([N:19]3[CH2:20][CH2:21][N:22]([CH3:25])[CH2:23][CH2:24]3)=[O:18])=[CH:7][C:6]=2[N:5]([C:26](=[O:85])[CH2:27][CH2:28][CH2:29][CH2:30][CH2:31][O:32][C:33]2[C:34]([O:83][CH3:84])=[CH:35][C:36]3[C:42](=[O:43])[N:41]4[CH2:44][CH2:45][CH2:46][CH:40]4[C@H:39]([OH:47])[N:38]([C:48]([O:50][CH2:51][C:52]4[CH:57]=[CH:56][C:55]([NH:58][C:59](=[O:81])[C@@H:60]([NH:73][C:74](=[O:80])[C@@H:75]([NH:79][C:98](=[O:99])[CH2:97][CH2:96][CH2:95][CH2:94][CH2:93][N:88]5[C:89](=[O:92])[CH:90]=[CH:91][C:87]5=[O:86])[CH:76]([CH3:77])[CH3:78])[CH2:61][CH2:62][CH2:63][CH2:64][NH:65][C:66]([O:68][C:69]([CH3:71])([CH3:70])[CH3:72])=[O:67])=[CH:54][CH:53]=4)=[O:49])[C:37]=3[CH:82]=2)[CH2:4]1. (3) Given the reactants [CH:1]([O:4][C:5]1[CH:10]=[CH:9][C:8]([CH:11]([O:14][Si](C)(C)C)[C:12]#N)=[CH:7][CH:6]=1)([CH3:3])[CH3:2].[Li+].CC([N-]C(C)C)C.[F:27][C:28]([F:39])([F:38])[O:29][C:30]1[CH:37]=[CH:36][C:33](CBr)=[CH:32][CH:31]=1.O, predict the reaction product. The product is: [CH:1]([O:4][C:5]1[CH:10]=[CH:9][C:8]([C:11](=[O:14])[CH2:12][C:33]2[CH:32]=[CH:31][C:30]([O:29][C:28]([F:27])([F:38])[F:39])=[CH:37][CH:36]=2)=[CH:7][CH:6]=1)([CH3:3])[CH3:2]. (4) Given the reactants C[O:2][C:3](=[O:36])[C@@H:4]([NH:14][C:15]([C:17]1[C:18]([CH3:35])=[N:19][C:20]([NH:24][CH2:25][CH2:26][CH2:27][C:28]2[CH:33]=[CH:32][C:31]([OH:34])=[CH:30][CH:29]=2)=[N:21][C:22]=1[CH3:23])=[O:16])[CH2:5][NH:6][C:7]([C:9]1[S:10][CH:11]=[CH:12][CH:13]=1)=[O:8].O.[OH-].[Li+], predict the reaction product. The product is: [OH:34][C:31]1[CH:32]=[CH:33][C:28]([CH2:27][CH2:26][CH2:25][NH:24][C:20]2[N:19]=[C:18]([CH3:35])[C:17]([C:15]([NH:14][C@@H:4]([CH2:5][NH:6][C:7]([C:9]3[S:10][CH:11]=[CH:12][CH:13]=3)=[O:8])[C:3]([OH:36])=[O:2])=[O:16])=[C:22]([CH3:23])[N:21]=2)=[CH:29][CH:30]=1.